From a dataset of Forward reaction prediction with 1.9M reactions from USPTO patents (1976-2016). Predict the product of the given reaction. (1) Given the reactants [CH3:1][O:2][C:3](=[O:12])[C:4]1[CH:9]=[CH:8][C:7]([NH:10][CH3:11])=[CH:6][CH:5]=1.[C:13](=[O:19])=[N:14][S:15](Cl)(=[O:17])=[O:16].[Cl-].[Cl-].[Cl-].[Al+3], predict the reaction product. The product is: [CH3:1][O:2][C:3]([C:4]1[CH:9]=[CH:8][C:7]2[N:10]([CH3:11])[C:13](=[O:19])[NH:14][S:15](=[O:17])(=[O:16])[C:6]=2[CH:5]=1)=[O:12]. (2) The product is: [C:21]([C:23]1[C:16]([C:15]2[CH:18]=[CH:19][CH:20]=[C:13]([O:12][CH3:11])[CH:14]=2)=[N:10][C:8]([S:7][CH3:6])=[N:9][C:24]=1[OH:25])#[N:22]. Given the reactants S(O)(O)(=O)=O.[CH3:6][S:7][C:8](=[NH:10])[NH2:9].[CH3:11][O:12][C:13]1[CH:14]=[C:15]([CH:18]=[CH:19][CH:20]=1)[CH:16]=O.[C:21]([CH2:23][C:24](OCC)=[O:25])#[N:22].C(=O)([O-])[O-].[K+].[K+].Cl, predict the reaction product.